This data is from Full USPTO retrosynthesis dataset with 1.9M reactions from patents (1976-2016). The task is: Predict the reactants needed to synthesize the given product. (1) Given the product [NH2:8][C:7]1[C:2]([Cl:1])=[CH:3][C:4]([F:15])=[C:5]([NH:11][C:12](=[O:14])[CH3:13])[CH:6]=1, predict the reactants needed to synthesize it. The reactants are: [Cl:1][C:2]1[C:7]([N+:8]([O-])=O)=[CH:6][C:5]([NH:11][C:12](=[O:14])[CH3:13])=[C:4]([F:15])[CH:3]=1. (2) Given the product [C:1]([O:5][C:6](=[O:7])[N:8]([CH3:18])[C:9]1[CH:10]=[CH:11][C:12]([C:13](=[O:15])[NH:29][C:21]2[CH:20]=[N:19][C:28]3[C:23]([CH:22]=2)=[CH:24][CH:25]=[CH:26][CH:27]=3)=[CH:16][CH:17]=1)([CH3:2])([CH3:3])[CH3:4], predict the reactants needed to synthesize it. The reactants are: [C:1]([O:5][C:6]([N:8]([CH3:18])[C:9]1[CH:17]=[CH:16][C:12]([C:13]([OH:15])=O)=[CH:11][CH:10]=1)=[O:7])([CH3:4])([CH3:3])[CH3:2].[N:19]1[C:28]2[C:23](=[CH:24][CH:25]=[CH:26][CH:27]=2)[CH:22]=[C:21]([NH2:29])[CH:20]=1. (3) Given the product [CH3:11][O:12][C:13](=[O:21])[C:14]1[CH:19]=[CH:18][C:17]([O:20][C:4]2[CH:5]=[CH:6][C:7]([CH:8]=[O:9])=[C:2]([Cl:1])[N:3]=2)=[CH:16][CH:15]=1, predict the reactants needed to synthesize it. The reactants are: [Cl:1][C:2]1[C:7]([CH:8]=[O:9])=[CH:6][CH:5]=[C:4](Cl)[N:3]=1.[CH3:11][O:12][C:13](=[O:21])[C:14]1[CH:19]=[CH:18][C:17]([OH:20])=[CH:16][CH:15]=1.C([O-])([O-])=O.[K+].[K+]. (4) Given the product [CH2:1]([O:8][C:9]([NH:11][C:12]([CH3:17])([C:14]([O:16][C:31]([CH3:34])([CH3:33])[CH3:32])=[O:15])[CH3:13])=[O:10])[C:2]1[CH:3]=[CH:4][CH:5]=[CH:6][CH:7]=1, predict the reactants needed to synthesize it. The reactants are: [CH2:1]([O:8][C:9]([NH:11][C:12]([CH3:17])([C:14]([OH:16])=[O:15])[CH3:13])=[O:10])[C:2]1[CH:7]=[CH:6][CH:5]=[CH:4][CH:3]=1.B(F)(F)F.CCOCC.ClC(Cl)(Cl)C(=N)O[C:31]([CH3:34])([CH3:33])[CH3:32].C([O-])(O)=O.[Na+]. (5) Given the product [Br:17][CH2:18][CH2:19][CH2:20][CH2:21][N:8]([N:6]1[CH:5]=[N:4][N:3]=[CH:7]1)[C:9]1[CH:10]=[CH:11][C:12]([C:13]#[N:14])=[CH:15][CH:16]=1, predict the reactants needed to synthesize it. The reactants are: [H-].[Na+].[N:3]1[N:4]=[CH:5][N:6]([NH:8][C:9]2[CH:16]=[CH:15][C:12]([C:13]#[N:14])=[CH:11][CH:10]=2)[CH:7]=1.[Br:17][CH2:18][CH2:19][CH2:20][CH2:21]Br.C(OCC)(=O)C.